This data is from Full USPTO retrosynthesis dataset with 1.9M reactions from patents (1976-2016). The task is: Predict the reactants needed to synthesize the given product. (1) Given the product [CH3:1][C:2]1[C:3]([N:13]2[CH2:19][CH2:18][CH2:17][N:16]([CH2:20][CH2:21][S:22]([CH3:25])(=[O:23])=[O:24])[CH2:15][CH2:14]2)=[CH:4][C:5]([O:11][CH3:12])=[C:6]([CH:7]=1)[NH2:8], predict the reactants needed to synthesize it. The reactants are: [CH3:1][C:2]1[CH:7]=[C:6]([N+:8]([O-])=O)[C:5]([O:11][CH3:12])=[CH:4][C:3]=1[N:13]1[CH2:19][CH2:18][CH2:17][N:16]([CH2:20][CH2:21][S:22]([CH3:25])(=[O:24])=[O:23])[CH2:15][CH2:14]1. (2) The reactants are: Cl[C:2]1[CH:7]=[C:6]([C:8]2[S:9][CH:10]=[C:11]([C:13]3[C:14](=[O:23])[NH:15][C:16]4[C:21]([CH:22]=3)=[CH:20][CH:19]=[CH:18][CH:17]=4)[N:12]=2)[CH:5]=[CH:4][N:3]=1.NCC[N:27]1[CH2:32][CH2:31][CH2:30][CH2:29][CH2:28]1. Given the product [N:27]1([C:2]2[CH:7]=[C:6]([C:8]3[S:9][CH:10]=[C:11]([C:13]4[C:14](=[O:23])[NH:15][C:16]5[C:21]([CH:22]=4)=[CH:20][CH:19]=[CH:18][CH:17]=5)[N:12]=3)[CH:5]=[CH:4][N:3]=2)[CH2:32][CH2:31][CH2:30][CH2:29][CH2:28]1, predict the reactants needed to synthesize it. (3) Given the product [Cl:8][C:7]1[C:2]([O:23][C:15]2[CH:16]=[CH:17][C:18]([N+:20]([O-:22])=[O:21])=[CH:19][C:14]=2[F:13])=[N:3][CH:4]=[C:5]([C:9]([F:12])([F:11])[F:10])[CH:6]=1, predict the reactants needed to synthesize it. The reactants are: Cl[C:2]1[C:7]([Cl:8])=[CH:6][C:5]([C:9]([F:12])([F:11])[F:10])=[CH:4][N:3]=1.[F:13][C:14]1[CH:19]=[C:18]([N+:20]([O-:22])=[O:21])[CH:17]=[CH:16][C:15]=1[OH:23].C([O-])([O-])=O.[K+].[K+].O.